Dataset: Reaction yield outcomes from USPTO patents with 853,638 reactions. Task: Predict the reaction yield, written as a fraction of the theoretical maximum amount of product (1.0 means a 100% yield; for example, 0.34 means a 34% yield). (1) The reactants are [Br:1][C:2]1[CH:3]=[N:4][N:5]([CH3:25])[C:6]=1[C:7]1[CH:8]=[C:9]([NH:14][C:15]([NH:17][C:18]2[CH:23]=[CH:22][C:21]([Cl:24])=[CH:20][CH:19]=2)=[O:16])[CH:10]=[CH:11][C:12]=1[OH:13].C1(P(C2C=CC=CC=2)C2C=CC=CC=2)C=CC=CC=1.O[CH2:46][CH2:47][N:48]1[CH2:52][CH2:51][CH2:50][CH2:49]1.N(C(OC(C)C)=O)=NC(OC(C)C)=O. The catalyst is C1COCC1. The product is [Br:1][C:2]1[CH:3]=[N:4][N:5]([CH3:25])[C:6]=1[C:7]1[CH:8]=[C:9]([NH:14][C:15]([NH:17][C:18]2[CH:23]=[CH:22][C:21]([Cl:24])=[CH:20][CH:19]=2)=[O:16])[CH:10]=[CH:11][C:12]=1[O:13][CH2:46][CH2:47][N:48]1[CH2:52][CH2:51][CH2:50][CH2:49]1. The yield is 0.570. (2) The reactants are [Br:1][C:2]1[CH:16]=[C:15](/[CH:17]=[CH:18]/[CH:19]([C:24]2[CH:29]=[C:28]([Cl:30])[C:27]([Cl:31])=[C:26]([Cl:32])[CH:25]=2)[C:20]([F:23])([F:22])[F:21])[CH:14]=[CH:13][C:3]=1[C:4]([NH:6][CH:7]1[CH2:12][CH2:11][NH:10][CH2:9][CH2:8]1)=[O:5].[C:33](Cl)(=[O:35])[CH3:34]. The catalyst is C(Cl)Cl. The product is [C:33]([N:10]1[CH2:11][CH2:12][CH:7]([NH:6][C:4](=[O:5])[C:3]2[CH:13]=[CH:14][C:15](/[CH:17]=[CH:18]/[CH:19]([C:24]3[CH:25]=[C:26]([Cl:32])[C:27]([Cl:31])=[C:28]([Cl:30])[CH:29]=3)[C:20]([F:23])([F:21])[F:22])=[CH:16][C:2]=2[Br:1])[CH2:8][CH2:9]1)(=[O:35])[CH3:34]. The yield is 0.500. (3) The reactants are [C:1]([NH:8][CH2:9][CH2:10][OH:11])([O:3][C:4]([CH3:7])([CH3:6])[CH3:5])=[O:2].CC1(C)OC(=O)[CH:16]([C:20](=[O:23])[CH2:21][CH3:22])[C:15](=O)[O:14]1. The catalyst is C1(C)C=CC=CC=1. The product is [C:4]([O:3][C:1]([NH:8][CH2:9][CH2:10][O:11][C:15](=[O:14])[CH2:16][C:20](=[O:23])[CH2:21][CH3:22])=[O:2])([CH3:5])([CH3:6])[CH3:7]. The yield is 1.00. (4) The reactants are C(S[C:9]1[CH:10]=[C:11]2[C:16](=[CH:17][CH:18]=1)[N:15]([C:19]1[C:24]([O:25][CH3:26])=[CH:23][C:22]([C:27]3[CH:32]=[CH:31][CH:30]=[C:29]([F:33])[CH:28]=3)=[C:21]([F:34])[CH:20]=1)[C:14](=[O:35])[CH:13]=[CH:12]2)C1C=CC=CC=1.C(Cl)Cl.C(O)(=O)C.[S:43]([Cl:47])(Cl)(=[O:45])=[O:44]. The catalyst is O. The product is [F:34][C:21]1[CH:20]=[C:19]([N:15]2[C:16]3[C:11](=[CH:10][C:9]([S:43]([Cl:47])(=[O:45])=[O:44])=[CH:18][CH:17]=3)[CH:12]=[CH:13][C:14]2=[O:35])[C:24]([O:25][CH3:26])=[CH:23][C:22]=1[C:27]1[CH:32]=[CH:31][CH:30]=[C:29]([F:33])[CH:28]=1. The yield is 0.840. (5) The reactants are [NH2:1][C:2]1[CH:7]=[CH:6][CH:5]=[CH:4][CH:3]=1.Cl[C:9](Cl)=[CH:10][C:11]([C:13]1[C:14]([Cl:20])=[N:15][C:16]([Cl:19])=[CH:17][CH:18]=1)=[O:12]. The catalyst is O1CCOCC1. The product is [NH:1]([C:9]([NH:1][C:2]1[CH:7]=[CH:6][CH:5]=[CH:4][CH:3]=1)=[CH:10][C:11]([C:13]1[C:14]([Cl:20])=[N:15][C:16]([Cl:19])=[CH:17][CH:18]=1)=[O:12])[C:2]1[CH:7]=[CH:6][CH:5]=[CH:4][CH:3]=1. The yield is 0.490.